From a dataset of Forward reaction prediction with 1.9M reactions from USPTO patents (1976-2016). Predict the product of the given reaction. (1) The product is: [CH3:1][NH:2][C:3]([C:5]1[C:6](=[O:19])[C:7]2[CH:12]=[N:11][C:10]([C:34]3[CH:33]=[CH:32][C:31]([NH:30][C:28]([NH:27][CH2:26][C:22]4[CH:21]=[N:20][CH:25]=[CH:24][CH:23]=4)=[O:29])=[CH:36][CH:35]=3)=[N:9][C:8]=2[N:14]([CH2:17][CH3:18])[C:15]=1[NH2:16])=[O:4]. Given the reactants [CH3:1][NH:2][C:3]([C:5]1[C:6](=[O:19])[C:7]2[CH:12]=[N:11][C:10](Cl)=[N:9][C:8]=2[N:14]([CH2:17][CH3:18])[C:15]=1[NH2:16])=[O:4].[N:20]1[CH:25]=[CH:24][CH:23]=[C:22]([CH2:26][NH:27][C:28]([NH:30][C:31]2[CH:36]=[CH:35][C:34](B3OC(C)(C)C(C)(C)O3)=[CH:33][CH:32]=2)=[O:29])[CH:21]=1.C([O-])([O-])=O.[Na+].[Na+], predict the reaction product. (2) Given the reactants FC(F)(F)C(O)=O.[C:8]([C:11]1[CH:16]=[CH:15][N:14]=[C:13]([CH2:17][CH2:18][C:19]2[C:24]([C:25]([F:28])([F:27])[F:26])=[CH:23][N:22]=[C:21]([NH:29][C:30]3[CH:35]=[CH:34][C:33]([CH:36]4[CH2:41][CH2:40][N:39](C(OC(C)(C)C)=O)[CH2:38][CH2:37]4)=[CH:32][CH:31]=3)[N:20]=2)[CH:12]=1)(=[O:10])[NH2:9], predict the reaction product. The product is: [NH:39]1[CH2:38][CH2:37][CH:36]([C:33]2[CH:34]=[CH:35][C:30]([NH:29][C:21]3[N:20]=[C:19]([CH2:18][CH2:17][C:13]4[CH:12]=[C:11]([CH:16]=[CH:15][N:14]=4)[C:8]([NH2:9])=[O:10])[C:24]([C:25]([F:28])([F:26])[F:27])=[CH:23][N:22]=3)=[CH:31][CH:32]=2)[CH2:41][CH2:40]1. (3) The product is: [CH3:15][S:16]([O:11][CH2:10][CH2:9][N:8]([CH2:1][C:2]1[CH:7]=[CH:6][CH:5]=[CH:4][CH:3]=1)[CH3:12])(=[O:18])=[O:17]. Given the reactants [CH2:1]([N:8]([CH3:12])[CH2:9][CH2:10][OH:11])[C:2]1[CH:7]=[CH:6][CH:5]=[CH:4][CH:3]=1.[OH-].[Na+].[CH3:15][S:16](Cl)(=[O:18])=[O:17].[Na+].[Cl-], predict the reaction product. (4) The product is: [N:1]1([C@@H:6]([CH2:11][CH2:12][OH:13])[CH2:7][OH:8])[CH:5]=[CH:4][CH:3]=[CH:2]1. Given the reactants [N:1]1([C@@H:6]([CH2:11][C:12](OC)=[O:13])[C:7](OC)=[O:8])[CH:5]=[CH:4][CH:3]=[CH:2]1.[Li+].[BH4-], predict the reaction product. (5) Given the reactants [Cl:1][C:2]1[CH:7]=[CH:6][C:5]([N:8](S(C)(=O)=O)[S:9]([CH3:12])(=[O:11])=[O:10])=[C:4]([C:17]#[N:18])[CH:3]=1.[CH3:19]I, predict the reaction product. The product is: [Cl:1][C:2]1[CH:7]=[CH:6][C:5]([N:8]([CH3:19])[S:9]([CH3:12])(=[O:11])=[O:10])=[C:4]([C:17]#[N:18])[CH:3]=1. (6) Given the reactants [Cl:1][C:2]1[CH:30]=[CH:29][C:5]([CH2:6][C:7]2[C:15]3[C:14](=[O:16])[N:13]([CH2:17][CH2:18][CH2:19][OH:20])[C:12](=[O:21])[NH:11][C:10]=3[O:9][C:8]=2[C:22]2[CH:27]=[CH:26][CH:25]=[C:24]([Cl:28])[CH:23]=2)=[CH:4][CH:3]=1.[C:31]([O-])([O-])=O.[K+].[K+].CI, predict the reaction product. The product is: [Cl:1][C:2]1[CH:3]=[CH:4][C:5]([CH2:6][C:7]2[C:15]3[C:14](=[O:16])[N:13]([CH2:17][CH2:18][CH2:19][OH:20])[C:12](=[O:21])[N:11]([CH3:31])[C:10]=3[O:9][C:8]=2[C:22]2[CH:27]=[CH:26][CH:25]=[C:24]([Cl:28])[CH:23]=2)=[CH:29][CH:30]=1. (7) Given the reactants [CH:1]1([N:5]2[CH2:10][CH2:9][CH:8]([O:11][C:12]3[CH:17]=[CH:16][C:15]([N:18]4[CH:22]=[C:21]([C:23]([NH2:25])=O)[N:20]=[N:19]4)=[CH:14][CH:13]=3)[CH2:7][CH2:6]2)[CH2:4][CH2:3][CH2:2]1.CN(C)C=O.S(Cl)([Cl:33])=O.O, predict the reaction product. The product is: [ClH:33].[CH:1]1([N:5]2[CH2:10][CH2:9][CH:8]([O:11][C:12]3[CH:13]=[CH:14][C:15]([N:18]4[CH:22]=[C:21]([C:23]#[N:25])[N:20]=[N:19]4)=[CH:16][CH:17]=3)[CH2:7][CH2:6]2)[CH2:2][CH2:3][CH2:4]1.